Dataset: Catalyst prediction with 721,799 reactions and 888 catalyst types from USPTO. Task: Predict which catalyst facilitates the given reaction. (1) Reactant: Cl[C:2]1[C:3]([C:16]2[CH:21]=[CH:20][C:19]([F:22])=[CH:18][CH:17]=2)=[N:4][C:5]2[C:10]([N:11]=1)=[CH:9][C:8]([C:12]([O:14][CH3:15])=[O:13])=[CH:7][CH:6]=2.[O:23]1[CH2:28][CH2:27][CH:26]([NH2:29])[CH2:25][CH2:24]1.CCN(C(C)C)C(C)C. Product: [F:22][C:19]1[CH:20]=[CH:21][C:16]([C:3]2[C:2]([NH:29][CH:26]3[CH2:27][CH2:28][O:23][CH2:24][CH2:25]3)=[N:11][C:10]3[C:5](=[CH:6][CH:7]=[C:8]([C:12]([O:14][CH3:15])=[O:13])[CH:9]=3)[N:4]=2)=[CH:17][CH:18]=1. The catalyst class is: 633. (2) Reactant: [Cl:1][C:2]1[CH:16]=[CH:15][C:5]2[NH:6][C:7]([CH:9]3[O:14][CH2:13][CH2:12][NH:11][CH2:10]3)=[N:8][C:4]=2[CH:3]=1.CCN(C(C)C)C(C)C.[Cl:26][C:27]1[CH:32]=[C:31](Cl)[N:30]=[C:29]([NH2:34])[N:28]=1. Product: [Cl:26][C:27]1[CH:32]=[C:31]([N:11]2[CH2:12][CH2:13][O:14][CH:9]([C:7]3[NH:6][C:5]4[CH:15]=[CH:16][C:2]([Cl:1])=[CH:3][C:4]=4[N:8]=3)[CH2:10]2)[N:30]=[C:29]([NH2:34])[N:28]=1. The catalyst class is: 8. (3) Reactant: C(=O)([O-])[O-].[Cs+].[Cs+].[Br:7][C:8]1[CH:9]=[C:10]2[C:15](=[CH:16][CH:17]=1)[C:14](=[O:18])[NH:13][CH:12]=[CH:11]2.Br[CH2:20][CH:21]1[CH2:23][CH2:22]1. Product: [Br:7][C:8]1[CH:9]=[C:10]2[C:15](=[CH:16][CH:17]=1)[C:14](=[O:18])[N:13]([CH2:20][CH:21]1[CH2:23][CH2:22]1)[CH:12]=[CH:11]2. The catalyst class is: 6. (4) Reactant: [ClH:1].[CH3:2][C:3]1[CH:12]=[CH:11][C:10]2[C:5](=[CH:6][CH:7]=[CH:8][C:9]=2[N:13]2[CH2:18][CH2:17][N:16]([CH2:19][CH2:20][C:21]3[CH:22]=[CH:23][C:24]4[O:29][CH2:28][C:27](=[O:30])[NH:26][C:25]=4[CH:31]=3)[CH2:15][CH2:14]2)[N:4]=1.[H-].[Na+].CI.[Cl-].[NH4+].Cl.[CH2:39](OCC)C. Product: [ClH:1].[CH3:39][N:26]1[C:25]2[CH:31]=[C:21]([CH2:20][CH2:19][N:16]3[CH2:17][CH2:18][N:13]([C:9]4[CH:8]=[CH:7][CH:6]=[C:5]5[C:10]=4[CH:11]=[CH:12][C:3]([CH3:2])=[N:4]5)[CH2:14][CH2:15]3)[CH:22]=[CH:23][C:24]=2[O:29][CH2:28][C:27]1=[O:30]. The catalyst class is: 3. (5) Reactant: [NH2:1][C:2]1[N:7]=[C:6]([OH:8])[CH:5]=[CH:4][N:3]=1.[H-].[Na+].Br[CH2:12][C:13](=O)[CH2:14][CH2:15][CH3:16].[OH-].[Na+].Cl. Product: [CH2:14]([C:13]1[N:1]=[C:2]2[NH:3][CH:4]=[CH:5][C:6](=[O:8])[N:7]2[CH:12]=1)[CH2:15][CH3:16]. The catalyst class is: 9. (6) Reactant: [OH-].[Na+].[Cl:3][C:4]1[CH:12]=[C:8]([C:9]([OH:11])=[O:10])[C:7]([OH:13])=[CH:6][CH:5]=1.[CH3:14][O:15][CH2:16][CH2:17][O:18][CH2:19]Cl.Cl. Product: [Cl:3][C:4]1[CH:5]=[CH:6][C:7]([O:13][CH2:14][O:15][CH2:16][CH2:17][O:18][CH3:19])=[C:8]([CH:12]=1)[C:9]([OH:11])=[O:10]. The catalyst class is: 30. (7) Reactant: [NH2:1][C:2]1[CH:3]=[N:4][C:5]2[C:10]([CH:11]=1)=[CH:9][CH:8]=[CH:7][CH:6]=2.C[Si]([N-][Si](C)(C)C)(C)C.[Na+].Cl[C:23]1[N:28]=[C:27]([N:29]2[CH2:34][CH2:33][O:32][CH2:31][CH2:30]2)[N:26]=[C:25]([N:35]2[C:39]3[CH:40]=[CH:41][CH:42]=[CH:43][C:38]=3[N:37]=[C:36]2[CH:44]([F:46])[F:45])[N:24]=1.C(O)(=O)C. The catalyst class is: 20. Product: [F:46][CH:44]([F:45])[C:36]1[N:35]([C:25]2[N:26]=[C:27]([N:29]3[CH2:30][CH2:31][O:32][CH2:33][CH2:34]3)[N:28]=[C:23]([NH:1][C:2]3[CH:3]=[N:4][C:5]4[C:10]([CH:11]=3)=[CH:9][CH:8]=[CH:7][CH:6]=4)[N:24]=2)[C:39]2[CH:40]=[CH:41][CH:42]=[CH:43][C:38]=2[N:37]=1.